This data is from Peptide-MHC class II binding affinity with 134,281 pairs from IEDB. The task is: Regression. Given a peptide amino acid sequence and an MHC pseudo amino acid sequence, predict their binding affinity value. This is MHC class II binding data. (1) The peptide sequence is AEIGSAISTANGAAA. The MHC is DRB1_1302 with pseudo-sequence DRB1_1302. The binding affinity (normalized) is 0.330. (2) The peptide sequence is CDASILIDPLSNQSA. The MHC is HLA-DPA10103-DPB10401 with pseudo-sequence HLA-DPA10103-DPB10401. The binding affinity (normalized) is 0.107.